Dataset: Catalyst prediction with 721,799 reactions and 888 catalyst types from USPTO. Task: Predict which catalyst facilitates the given reaction. (1) Reactant: [CH2:1]([N:5]1[C:14]2[C:9](=[CH:10][CH:11]=[C:12]([C:15]([O:17]C)=[O:16])[CH:13]=2)[N:8]([C:19]([O:21][C:22]([CH3:25])([CH3:24])[CH3:23])=[O:20])[CH2:7][CH2:6]1)[CH2:2][CH2:3][CH3:4].[OH-].[K+]. Product: [C:22]([O:21][C:19]([N:8]1[C:9]2[C:14](=[CH:13][C:12]([C:15]([OH:17])=[O:16])=[CH:11][CH:10]=2)[N:5]([CH2:1][CH2:2][CH2:3][CH3:4])[CH2:6][CH2:7]1)=[O:20])([CH3:25])([CH3:24])[CH3:23]. The catalyst class is: 5. (2) Reactant: [OH-].[Na+].[Cl:3][C:4]1[CH:5]=[N:6][C:7]2[C:12]([C:13]=1[CH2:14][CH2:15][CH2:16][CH:17]1[CH2:22][CH2:21][N:20]([C:23]([O:25][C:26]([CH3:29])([CH3:28])[CH3:27])=[O:24])[CH2:19][CH:18]1[C:30]([O:32]C)=[O:31])=[CH:11][C:10]([O:34][CH3:35])=[CH:9][CH:8]=2.C(OCC)C.O. Product: [Cl:3][C:4]1[CH:5]=[N:6][C:7]2[C:12]([C:13]=1[CH2:14][CH2:15][CH2:16][CH:17]1[CH2:22][CH2:21][N:20]([C:23]([O:25][C:26]([CH3:29])([CH3:27])[CH3:28])=[O:24])[CH2:19][CH:18]1[C:30]([OH:32])=[O:31])=[CH:11][C:10]([O:34][CH3:35])=[CH:9][CH:8]=2. The catalyst class is: 12. (3) Reactant: [OH:1][C:2]1[C:16]2[C:11](=[CH:12][CH:13]=[CH:14][C:15]=2[O:17][CH3:18])[C:5]2([CH2:10][CH2:9][O:8][CH2:7][CH2:6]2)[C:4](=[O:19])[C:3]=1[C:20]([NH:22][CH2:23][C:24]([O:26]C(C)(C)C)=[O:25])=[O:21]. Product: [OH:1][C:2]1[C:16]2[C:11](=[CH:12][CH:13]=[CH:14][C:15]=2[O:17][CH3:18])[C:5]2([CH2:10][CH2:9][O:8][CH2:7][CH2:6]2)[C:4](=[O:19])[C:3]=1[C:20]([NH:22][CH2:23][C:24]([OH:26])=[O:25])=[O:21]. The catalyst class is: 67. (4) Reactant: [C:1]([N:4]([C:9]1[CH:14]=[CH:13][C:12]([O:15][C:16]2[CH:21]=[CH:20][C:19]([CH2:22][CH3:23])=[CH:18][C:17]=2[O:24]CC2C=CC=CC=2)=[C:11]([F:32])[CH:10]=1)[CH2:5][CH2:6][CH2:7][NH2:8])(=[O:3])[CH3:2].O1CCCC1. Product: [C:1]([N:4]([C:9]1[CH:14]=[CH:13][C:12]([O:15][C:16]2[CH:21]=[CH:20][C:19]([CH2:22][CH3:23])=[CH:18][C:17]=2[OH:24])=[C:11]([F:32])[CH:10]=1)[CH2:5][CH2:6][CH2:7][NH2:8])(=[O:3])[CH3:2]. The catalyst class is: 5.